This data is from Catalyst prediction with 721,799 reactions and 888 catalyst types from USPTO. The task is: Predict which catalyst facilitates the given reaction. (1) Reactant: [Cl:1][C:2]1[CH:3]=[C:4]([CH:17]=[CH:18][C:19]=1[Cl:20])[CH2:5][NH:6][C:7]1[CH:8]=[C:9]([CH3:16])[C:10]2[N:11]([CH:13]=[CH:14][N:15]=2)[N:12]=1.[I:21]N1C(=O)CCC1=O. Product: [Cl:1][C:2]1[CH:3]=[C:4]([CH:17]=[CH:18][C:19]=1[Cl:20])[CH2:5][NH:6][C:7]1[CH:8]=[C:9]([CH3:16])[C:10]2[N:11]([C:13]([I:21])=[CH:14][N:15]=2)[N:12]=1. The catalyst class is: 204. (2) Reactant: [N+:1]([C:4]1[CH:5]=[C:6]([CH:9]=[CH:10][C:11]=1[NH2:12])[C:7]#[N:8])([O-])=O.[BH4-].[Na+]. Product: [NH2:1][C:4]1[CH:5]=[C:6]([CH:9]=[CH:10][C:11]=1[NH2:12])[C:7]#[N:8]. The catalyst class is: 8. (3) The catalyst class is: 13. Product: [C:1]12([CH2:11][C:12]([Cl:23])=[O:14])[CH2:10][CH:5]3[CH2:6][CH:7]([CH2:9][CH:3]([CH2:4]3)[CH2:2]1)[CH2:8]2. Reactant: [C:1]12([CH2:11][C:12]([OH:14])=O)[CH2:10][CH:5]3[CH2:6][CH:7]([CH2:9][CH:3]([CH2:4]3)[CH2:2]1)[CH2:8]2.CN(C=O)C.C(Cl)(=O)C([Cl:23])=O. (4) Reactant: C([O:3][C:4]([C:6]1(C(OCC)=O)[S:10][C:9]2[CH:11]=[C:12]([F:23])[CH:13]=[C:14]([C:15]3[C:20]([Cl:21])=[CH:19][CH:18]=[CH:17][C:16]=3[Cl:22])[C:8]=2[O:7]1)=[O:5])C.Cl.C(O)(=O)C. Product: [Cl:21][C:20]1[CH:19]=[CH:18][CH:17]=[C:16]([Cl:22])[C:15]=1[C:14]1[C:8]2[O:7][CH:6]([C:4]([OH:5])=[O:3])[S:10][C:9]=2[CH:11]=[C:12]([F:23])[CH:13]=1. The catalyst class is: 6.